This data is from Full USPTO retrosynthesis dataset with 1.9M reactions from patents (1976-2016). The task is: Predict the reactants needed to synthesize the given product. (1) Given the product [CH3:24][O:23][C:5]1[CH:6]=[C:7](/[CH:9]=[CH:10]/[C:11]2[CH:16]=[CH:15][C:14]([O:17][CH3:18])=[C:13]([OH:19])[CH:12]=2)[CH:8]=[C:3]([O:2][CH3:1])[CH:4]=1, predict the reactants needed to synthesize it. The reactants are: [CH3:1][O:2][C:3]1[CH:8]=[C:7](/[CH:9]=[CH:10]/[C:11]2[CH:16]=[CH:15][C:14]([O:17][CH3:18])=[C:13]([O:19]C(=O)C)[CH:12]=2)[CH:6]=[C:5]([O:23][CH3:24])[CH:4]=1.C[O-].[Na+].Cl. (2) Given the product [F:28][CH:26]([F:27])[O:25][C:22]1[CH:21]=[CH:20][C:19]([C:16]2[CH:15]=[CH:14][C:13]([N:11]([CH2:10][C:8]3[CH:9]=[C:5]([C:3]([OH:4])=[O:2])[O:6][C:7]=3[CH3:29])[CH3:12])=[CH:18][CH:17]=2)=[CH:24][CH:23]=1, predict the reactants needed to synthesize it. The reactants are: C[O:2][C:3]([C:5]1[O:6][C:7]([CH3:29])=[C:8]([CH2:10][N:11]([C:13]2[CH:18]=[CH:17][C:16]([C:19]3[CH:24]=[CH:23][C:22]([O:25][CH:26]([F:28])[F:27])=[CH:21][CH:20]=3)=[CH:15][CH:14]=2)[CH3:12])[CH:9]=1)=[O:4].FC(F)(F)C(O)=O. (3) Given the product [C:42]([NH:18][C:19]1[CH:28]=[C:27]2[C:22]([CH:23]=[CH:24][CH:25]=[C:26]2[CH:29]2[CH2:33][CH2:32][N:31]([CH3:34])[CH2:30]2)=[CH:21][CH:20]=1)(=[O:49])[C:43]1[CH:48]=[CH:47][CH:46]=[CH:45][CH:44]=1, predict the reactants needed to synthesize it. The reactants are: NC1C=C2C(C=CC=C2C2CCCN2C)=CC=1.[NH2:18][C:19]1[CH:28]=[C:27]2[C:22]([CH:23]=[CH:24][CH:25]=[C:26]2[CH:29]2[CH2:33][CH2:32][N:31]([CH3:34])[CH2:30]2)=[CH:21][CH:20]=1.C(N(CC)CC)C.[C:42](Cl)(=[O:49])[C:43]1[CH:48]=[CH:47][CH:46]=[CH:45][CH:44]=1.